From a dataset of Full USPTO retrosynthesis dataset with 1.9M reactions from patents (1976-2016). Predict the reactants needed to synthesize the given product. (1) Given the product [CH2:43]([N:36]1[C:37](=[O:38])[C:39]2[NH:42][C:13]([C:11]3[N:10]([CH3:16])[N:9]=[C:8]([O:7][CH2:3][C:4]([OH:6])=[O:5])[CH:12]=3)=[N:41][C:40]=2[N:33]([CH2:29][CH:30]([CH3:32])[CH3:31])[C:34]1=[O:35])[CH:44]([CH3:46])[CH3:45], predict the reactants needed to synthesize it. The reactants are: C([CH:3]([O:7][C:8]1[CH:12]=[C:11]([C:13](O)=O)[N:10]([CH3:16])[N:9]=1)[C:4]([OH:6])=[O:5])C.CCN=C=NCCCN(C)C.Cl.[CH2:29]([N:33]1[C:40]([NH2:41])=[C:39]([NH2:42])[C:37](=[O:38])[N:36]([CH2:43][CH:44]([CH3:46])[CH3:45])[C:34]1=[O:35])[CH:30]([CH3:32])[CH3:31]. (2) Given the product [F:55][C:53]1[CH:52]=[C:4]([CH:3]=[C:2]([F:1])[CH:54]=1)[CH2:5][C@@H:6]([C@@H:7]([CH:9]1[CH2:18][C:17]2[C:12](=[C:13]([O:19][Si:20]([CH:27]([CH3:29])[CH3:28])([CH:24]([CH3:25])[CH3:26])[CH:21]([CH3:23])[CH3:22])[CH:14]=[CH:15][CH:16]=2)[CH2:11][N:10]1[C:30]([O:32][C:33]([CH3:34])([CH3:36])[CH3:35])=[O:31])[OH:8])[C:37]([OH:57])=[O:38], predict the reactants needed to synthesize it. The reactants are: [F:1][C:2]1[CH:3]=[C:4]([CH:52]=[C:53]([F:55])[CH:54]=1)[CH2:5][C@H:6]([C:37](N1[C@@H](CC2C=CC=CC=2)COC1=O)=[O:38])[C@@H:7]([CH:9]1[CH2:18][C:17]2[C:12](=[C:13]([O:19][Si:20]([CH:27]([CH3:29])[CH3:28])([CH:24]([CH3:26])[CH3:25])[CH:21]([CH3:23])[CH3:22])[CH:14]=[CH:15][CH:16]=2)[CH2:11][N:10]1[C:30]([O:32][C:33]([CH3:36])([CH3:35])[CH3:34])=[O:31])[OH:8].[Li+].[OH-:57].OO. (3) Given the product [CH3:1][N:2]1[CH:6]=[C:5]([NH:7][C:8]([NH2:17])=[NH:9])[CH:4]=[N:3]1, predict the reactants needed to synthesize it. The reactants are: [CH3:1][N:2]1[CH:6]=[C:5]([NH:7]/[C:8](/[NH:17]C(=O)OC(C)(C)C)=[N:9]\C(=O)OC(C)(C)C)[CH:4]=[N:3]1.C(O)(C(F)(F)F)=O. (4) Given the product [F:1][C:2]1[CH:7]=[CH:6][C:5]([S:8]([NH:12][C:13]2[CH:14]=[C:15]3[C:19](=[CH:20][CH:21]=2)[N:18]([CH3:22])[CH:17]=[C:16]3[CH:23]2[CH2:24][CH2:25][N:26]([C:29]([O:31][C:32]([CH3:35])([CH3:34])[CH3:33])=[O:30])[CH2:27][CH2:28]2)(=[O:10])=[O:9])=[CH:4][CH:3]=1, predict the reactants needed to synthesize it. The reactants are: [F:1][C:2]1[CH:7]=[CH:6][C:5]([S:8](Cl)(=[O:10])=[O:9])=[CH:4][CH:3]=1.[NH2:12][C:13]1[CH:14]=[C:15]2[C:19](=[CH:20][CH:21]=1)[N:18]([CH3:22])[CH:17]=[C:16]2[CH:23]1[CH2:28][CH2:27][N:26]([C:29]([O:31][C:32]([CH3:35])([CH3:34])[CH3:33])=[O:30])[CH2:25][CH2:24]1.N1C=CC=CC=1.O. (5) Given the product [CH2:20]([N:19]([CH2:18][C:17]1[CH:16]=[CH:15][C:14]([NH:13][C:2](=[O:3])[O:4][CH2:5][CH3:6])=[CH:25][CH:24]=1)[CH2:22][CH3:23])[CH3:21], predict the reactants needed to synthesize it. The reactants are: Cl[C:2]([O:4][CH2:5][CH3:6])=[O:3].C(Cl)(Cl)Cl.Cl.Cl.[NH2:13][C:14]1[CH:25]=[CH:24][C:17]([CH2:18][N:19]([CH2:22][CH3:23])[CH2:20][CH3:21])=[CH:16][CH:15]=1.C(=O)([O-])O.[Na+]. (6) Given the product [F:21][C:15]1[CH:16]=[CH:17][C:18]([F:20])=[CH:19][C:14]=1[O:13][C:6]1[CH:5]=[CH:4][C:3]([C:1]#[N:2])=[CH:8][C:7]=1[S:9]([N:27]1[CH2:28][CH2:29][CH:24]([N:23]([CH3:30])[CH3:22])[CH2:25][CH2:26]1)(=[O:11])=[O:10], predict the reactants needed to synthesize it. The reactants are: [C:1]([C:3]1[CH:4]=[CH:5][C:6]([O:13][C:14]2[CH:19]=[C:18]([F:20])[CH:17]=[CH:16][C:15]=2[F:21])=[C:7]([S:9](Cl)(=[O:11])=[O:10])[CH:8]=1)#[N:2].[CH3:22][N:23]([CH3:30])[CH:24]1[CH2:29][CH2:28][NH:27][CH2:26][CH2:25]1.CCOC(C)=O.O. (7) Given the product [CH3:8][C:6]1([CH3:7])[C:2]([CH3:18])([CH3:1])[O:3][B:4]([C:9]2[CH:17]=[CH:16][C:12]([C:13]([O:15][CH2:28][O:27][CH2:25][CH3:26])=[O:14])=[CH:11][CH:10]=2)[O:5]1, predict the reactants needed to synthesize it. The reactants are: [CH3:1][C:2]1([CH3:18])[C:6]([CH3:8])([CH3:7])[O:5][B:4]([C:9]2[CH:17]=[CH:16][C:12]([C:13]([OH:15])=[O:14])=[CH:11][CH:10]=2)[O:3]1.C(=O)([O-])[O-].[K+].[K+].[CH2:25]([O:27][CH2:28]Cl)[CH3:26]. (8) Given the product [ClH:33].[CH3:32][N:2]([CH3:1])[C:3]1([C:26]2[CH:27]=[CH:28][CH:29]=[CH:30][CH:31]=2)[CH2:4][CH2:5][C:6](=[CH:9][C:10]([NH:12][CH2:13][CH2:14][CH2:15][CH2:16][C:17]2[C:25]3[C:20](=[CH:21][CH:22]=[CH:23][CH:24]=3)[NH:19][CH:18]=2)=[O:11])[CH2:7][CH2:8]1, predict the reactants needed to synthesize it. The reactants are: [CH3:1][N:2]([CH3:32])[C:3]1([C:26]2[CH:31]=[CH:30][CH:29]=[CH:28][CH:27]=2)[CH2:8][CH2:7][C:6](=[CH:9][C:10]([NH:12][CH2:13][CH2:14][CH2:15][CH2:16][C:17]2[C:25]3[C:20](=[CH:21][CH:22]=[CH:23][CH:24]=3)[NH:19][CH:18]=2)=[O:11])[CH2:5][CH2:4]1.[Cl:33][Si](C)(C)C. (9) Given the product [F:1][C@H:2]1[CH2:6][CH2:5][N:4]([CH2:7][C@@H:8]([N:32]([C:33]2[CH:42]=[CH:41][C:36]([C:37]([O:39][CH3:40])=[O:38])=[CH:35][CH:34]=2)[CH3:31])[C:10]2[CH:15]=[CH:14][CH:13]=[CH:12][CH:11]=2)[CH2:3]1, predict the reactants needed to synthesize it. The reactants are: [F:1][C@H:2]1[CH2:6][CH2:5][N:4]([CH2:7][C@H:8]([C:10]2[CH:15]=[CH:14][CH:13]=[CH:12][CH:11]=2)O)[CH2:3]1.F[C@H]1CCN([C@H](C2C=CC=CC=2)CO)C1.[CH3:31][NH:32][C:33]1[CH:42]=[CH:41][C:36]([C:37]([O:39][CH3:40])=[O:38])=[CH:35][CH:34]=1.